This data is from Human Reference Interactome with 51,813 positive PPI pairs across 8,248 proteins, plus equal number of experimentally-validated negative pairs. The task is: Binary Classification. Given two protein amino acid sequences, predict whether they physically interact or not. (1) Protein 1 (ENSG00000187823) has sequence MEKCTKSSSTMQVEPSFLQAENLILRLQMQHPTTENTAKRGQVMPALATTVMPVPYSLEHLTQFHGDPANCSEFLTQVTTYLTALQISNPANDAQIKLFFDYLSQQLESCGIISGPDKSTLLKQYENLILEFQQSFGKPTKQEINPLMNAKFDKGDNSSQQDPATFHLLAQNLICNETNQSGQFEKALADPNQDEESVTDMMDNLPDLITQCIQLDKKHSDRPELLQSETQLPLLASLIQHQALFSPTDPPPKKGPIQLREGQLPLTPAKRARQQETQLCLYCSQSGHFTRDCLAKRSRA.... Protein 2 (ENSG00000129673) has sequence MEPQSMKGQKRPFGGPWRLKVLGGPPWLRRTLPKLGRPKEAPVARMSTQSTHPLKPEAPRLPPGIPESPSCQRRHTLPASEFRCLTPEDAVSAFEIEREAFISVLGVCPLYLDEIRHFLTLCPELSLGWFEEGCLVAFIIGSLWDKERLMQESLTLHRSGGHIAHLHVLAVHRAFRQQGRGPILLWRYLHHLGSQPAVRRAALMCEDALVPFYERFSFHAVGPCAITVGSLTFMELHCSLRGHPFLRRNSGC*MSTQSTHPLKPEAPRLPPGIPESPSCQRRHTLPASEFRCLTPEDAVS.... Result: 0 (the proteins do not interact). (2) Protein 1 (ENSG00000137500) has sequence MNSRQAWRLFLSQGRGDRWVSRPRGHFSPALRREFFTTTTKEGYDRRPVDITPLEQRKLTFDTHALVQDLETHGFDKTQAETIVSALTALSNVSLDTIYKEMVTQAQQEITVQQLMAHLDAIRKDMVILEKSEFANLRAENEKMKIELDQVKQQLMVSEFFF*MLANCGSVCEETQFRGTTVAPALGEFFTTTTKEGYDRRPVDITPLEQRKLTFDTHALVQDLETHGFDKTQAETIVSALTALSNVSLDTIYKEMVTQAQQEITVQQLMAHLDAIRKDMVILEKSEFANLRAENEKMKI.... Protein 2 (ENSG00000164816) has sequence MRTIAILAAILLVALQAQAESLQERADEATTQKQSGEDNQDLAISFAGNGLSALRTSGSQARATCYCRTGRCATRESLSGVCEISGRLYRLCCR*. Result: 0 (the proteins do not interact). (3) Protein 1 (ENSG00000171448) has sequence MSERSDLLHFKFENYGDSMLQKMNKLREENKFCDVTVLIDDIEVQGHKIVFAAGSPFLRDQFLLNDSREVKISILQSSEVGRQLLLSCYSGVLEFPEMELVNYLTAASFLQMSHIVERCTQALWKFIKPKQPMDSKEGCEPQSASPQSKEQQGDARGSPKQDSPCIHPSEDSMDMEDSDIQIVKVESIGDVSEVRSKKDQNQFISSEPTALHSSEPQHSLINSTVENRVSEIEQNHLHNYALSYTGSDNIIMASKDVFGPNIRGVDKGLQWHHQCPKCTRVFRHLENYANHLKMHKLFMC.... Protein 2 (ENSG00000111671) has sequence MGQTALAGGSSSTPTPQALYPDLSCPEGLEELLSAPPPDLGAQRRHGWNPKDCSENIEVKEGGLYFERRPVAQSTDGARGKRMGQTALAGGSSSTPTPQALYPDLSCPEGLEELLSAPPPDLGAQRRHGWNPKDCSENIEVKEGGLYFERRPVAQSTDGARGKRGYSRGLHAWEISWPLEQRGTHAVVGVATALAPLQTDHYAALLGSNSESWGWDIGRGKLYHQSKGPGAPQYPAGTQGEQLEVPERLLVVLDMEEGTLGYAIGGTYLGPAFRGLKGRTLYPAVSAVWGQCQVRIRYLG.... Result: 0 (the proteins do not interact).